From a dataset of Full USPTO retrosynthesis dataset with 1.9M reactions from patents (1976-2016). Predict the reactants needed to synthesize the given product. (1) Given the product [CH:1]([C:3]1[CH:8]=[C:7]([F:9])[CH:6]=[CH:5][C:4]=1[O:10][CH2:17][C:18]1[CH:23]=[CH:22][CH:21]=[CH:20][CH:19]=1)=[CH2:2], predict the reactants needed to synthesize it. The reactants are: [CH:1]([C:3]1[CH:8]=[C:7]([F:9])[CH:6]=[CH:5][C:4]=1[OH:10])=[CH2:2].C(=O)([O-])[O-].[K+].[K+].[CH2:17](Br)[C:18]1[CH:23]=[CH:22][CH:21]=[CH:20][CH:19]=1. (2) The reactants are: [N:1]1[CH:6]=[CH:5][CH:4]=[CH:3][N:2]=1.[Li+].[Cl-].[CH:9]1([C:12]2[N:16](C(OC(C)(C)C)=O)[C:15]3[CH:24]=[C:25]([C:37]4[C:38]([CH3:43])=[N:39][O:40][C:41]=4[CH3:42])[CH:26]=[C:27]([C:28]([CH:30]4[CH2:34][CH2:33][C:32]([CH3:36])([CH3:35])[O:31]4)=[O:29])[C:14]=3[N:13]=2)[CH2:11][CH2:10]1. Given the product [CH:9]1([C:12]2[NH:16][C:15]3[CH:24]=[C:25]([C:37]4[C:38]([CH3:43])=[N:39][O:40][C:41]=4[CH3:42])[CH:26]=[C:27]([C:28]([CH:30]4[CH2:34][CH2:33][C:32]([CH3:36])([CH3:35])[O:31]4)([C:6]4[N:1]=[N:2][CH:3]=[CH:4][CH:5]=4)[OH:29])[C:14]=3[N:13]=2)[CH2:11][CH2:10]1, predict the reactants needed to synthesize it.